Dataset: Catalyst prediction with 721,799 reactions and 888 catalyst types from USPTO. Task: Predict which catalyst facilitates the given reaction. (1) Reactant: CS(C)=O.C(Cl)(=O)C(Cl)=O.[CH2:11]([N:18]1[CH2:23][CH2:22][O:21][CH:20]([CH:24]([CH:26]2[CH2:28][CH2:27]2)[OH:25])[CH2:19]1)[C:12]1[CH:17]=[CH:16][CH:15]=[CH:14][CH:13]=1.C(N(CC)CC)C. Product: [CH:26]1([C:24]([CH:20]2[O:21][CH2:22][CH2:23][N:18]([CH2:11][C:12]3[CH:13]=[CH:14][CH:15]=[CH:16][CH:17]=3)[CH2:19]2)=[O:25])[CH2:28][CH2:27]1. The catalyst class is: 34. (2) Reactant: [O:1]=[C:2]1[NH:7][C:6]2[CH:8]=[C:9]([C:12]#[N:13])[CH:10]=[CH:11][C:5]=2[O:4][CH2:3]1.[H-].[Na+].CS(O[CH2:21][CH2:22][CH2:23][CH:24]1[CH2:29][CH2:28][N:27]([C:30]([O:32][C:33]([CH3:36])([CH3:35])[CH3:34])=[O:31])[CH2:26][CH:25]1[C:37]([O:39][CH3:40])=[O:38])(=O)=O.Cl. Product: [C:12]([C:9]1[CH:10]=[CH:11][C:5]2[O:4][CH2:3][C:2](=[O:1])[N:7]([CH2:21][CH2:22][CH2:23][CH:24]3[CH2:29][CH2:28][N:27]([C:30]([O:32][C:33]([CH3:34])([CH3:35])[CH3:36])=[O:31])[CH2:26][CH:25]3[C:37]([O:39][CH3:40])=[O:38])[C:6]=2[CH:8]=1)#[N:13]. The catalyst class is: 288. (3) Reactant: [CH3:1][O:2][C:3]1[CH:4]=[C:5]2[C:15]3[C:10](=[CH:11][N:12]=[C:13]([OH:16])[CH:14]=3)[NH:9][C:6]2=[N:7][CH:8]=1.[F:17][C:18]([F:31])([F:30])[S:19](O[S:19]([C:18]([F:31])([F:30])[F:17])(=[O:21])=[O:20])(=[O:21])=[O:20]. Product: [F:17][C:18]([F:31])([F:30])[S:19]([O:16][C:13]1[CH:14]=[C:15]2[C:5]3[C:6](=[N:7][CH:8]=[C:3]([O:2][CH3:1])[CH:4]=3)[NH:9][C:10]2=[CH:11][N:12]=1)(=[O:21])=[O:20]. The catalyst class is: 17. (4) The catalyst class is: 168. Reactant: [CH3:1][N:2]1[C:10]2[C:5](=[CH:6][CH:7]=[CH:8][CH:9]=2)[C:4]([C:11]2[C:12](=[O:24])[NH:13][C:14](=[O:23])[C:15]=2[C:16]2[CH:21]=[CH:20][CH:19]=[C:18]([NH2:22])[CH:17]=2)=[CH:3]1.[OH:25][CH2:26][C:27](=O)[CH3:28].[BH3-]C#N.[Na+]. Product: [CH3:1][N:2]1[C:10]2[C:5](=[CH:6][CH:7]=[CH:8][CH:9]=2)[C:4]([C:11]2[C:12](=[O:24])[NH:13][C:14](=[O:23])[C:15]=2[C:16]2[CH:21]=[CH:20][CH:19]=[C:18]([NH:22][CH:27]([CH3:28])[CH2:26][OH:25])[CH:17]=2)=[CH:3]1. (5) Reactant: [Br:1][C:2]1[CH:36]=[CH:35][C:5]([CH2:6][O:7][C:8]2[CH:13]=[CH:12][CH:11]=[CH:10][C:9]=2[CH2:14][CH2:15][N:16]([CH2:24][C:25]2[CH:34]=[CH:33][C:28]([C:29]([O:31][CH3:32])=[O:30])=[CH:27][CH:26]=2)C(OC(C)(C)C)=O)=[CH:4][CH:3]=1.FC(F)(F)C(O)=O.C(=O)(O)[O-].[Na+]. Product: [Br:1][C:2]1[CH:3]=[CH:4][C:5]([CH2:6][O:7][C:8]2[CH:13]=[CH:12][CH:11]=[CH:10][C:9]=2[CH2:14][CH2:15][NH:16][CH2:24][C:25]2[CH:26]=[CH:27][C:28]([C:29]([O:31][CH3:32])=[O:30])=[CH:33][CH:34]=2)=[CH:35][CH:36]=1. The catalyst class is: 4. (6) Reactant: [OH:1][C:2]1[CH:7]=[CH:6][CH:5]=[CH:4][C:3]=1[C:8]1[C:9]([O:16][CH3:17])=[CH:10][C:11](=[O:15])[N:12]([CH3:14])[N:13]=1.[Cl:18][C:19]1[CH:24]=[CH:23][C:22](I)=[CH:21][CH:20]=1.N1C=CC=CC=1C(O)=O.P([O-])([O-])([O-])=O.[K+].[K+].[K+]. Product: [Cl:18][C:19]1[CH:24]=[CH:23][C:22]([O:1][C:2]2[CH:7]=[CH:6][CH:5]=[CH:4][C:3]=2[C:8]2[C:9]([O:16][CH3:17])=[CH:10][C:11](=[O:15])[N:12]([CH3:14])[N:13]=2)=[CH:21][CH:20]=1. The catalyst class is: 432. (7) Product: [CH3:1][S:2]([O:34][CH2:33][CH2:32][O:31][C:27]1[C:26]([CH3:35])=[CH:25][C:24]([C:14]2[N:13]([C:10]3[CH:11]=[CH:12][C:7]([N:6]([S:2]([CH3:1])(=[O:4])=[O:3])[S:2]([CH3:1])(=[O:4])=[O:3])=[CH:8][CH:9]=3)[C:22](=[O:23])[C:21]3[C:16](=[CH:17][CH:18]=[CH:19][CH:20]=3)[N:15]=2)=[CH:29][C:28]=1[CH3:30])(=[O:4])=[O:3]. The catalyst class is: 2. Reactant: [CH3:1][S:2](Cl)(=[O:4])=[O:3].[NH2:6][C:7]1[CH:12]=[CH:11][C:10]([N:13]2[C:22](=[O:23])[C:21]3[C:16](=[CH:17][CH:18]=[CH:19][CH:20]=3)[N:15]=[C:14]2[C:24]2[CH:29]=[C:28]([CH3:30])[C:27]([O:31][CH2:32][CH2:33][OH:34])=[C:26]([CH3:35])[CH:25]=2)=[CH:9][CH:8]=1. (8) Reactant: [Cl:1][C:2]1[CH:7]=[CH:6][C:5]([C:8]([CH3:29])([CH3:28])[CH2:9][C:10]([OH:27])([C:23]([F:26])([F:25])[F:24])[CH:11]=[N:12][C:13]2[CH:22]=[CH:21][CH:20]=[C:19]3[C:14]=2[CH:15]=[CH:16][N:17]=[CH:18]3)=[C:4]([O:30]C)[C:3]=1[F:32].B(Br)(Br)Br.C(=O)(O)[O-:38].[Na+].C(OCC)(=O)C. Product: [Cl:1][C:2]1[CH:7]=[C:6]2[C:5]([C:8]([CH3:28])([CH3:29])[CH2:9][C:10]([OH:27])([C:23]([F:24])([F:25])[F:26])[CH:11]2[NH:12][C:13]2[CH:22]=[CH:21][CH:20]=[C:19]3[C:14]=2[CH:15]=[CH:16][NH:17][C:18]3=[O:38])=[C:4]([OH:30])[C:3]=1[F:32]. The catalyst class is: 4. (9) Reactant: [CH:1]1([C:4]2[C:12]3[C:7](=[N:8][CH:9]=[CH:10][C:11]=3[O:13][C:14]3[C:19]([F:20])=[CH:18][C:17]([NH:21]C(=O)C)=[CH:16][C:15]=3[F:25])[N:6](S(C3C=CC(C)=CC=3)(=O)=O)[CH:5]=2)[CH2:3][CH2:2]1.[OH-].[Na+]. Product: [CH:1]1([C:4]2[C:12]3[C:7](=[N:8][CH:9]=[CH:10][C:11]=3[O:13][C:14]3[C:15]([F:25])=[CH:16][C:17]([NH2:21])=[CH:18][C:19]=3[F:20])[NH:6][CH:5]=2)[CH2:3][CH2:2]1. The catalyst class is: 8.